Dataset: Forward reaction prediction with 1.9M reactions from USPTO patents (1976-2016). Task: Predict the product of the given reaction. (1) Given the reactants [CH:1]1(OC(=O)[C@@H](NC(OCC2C=CC=CC=2)=O)COC(C)(C)C)[CH2:5][CH2:4][CH2:3][CH2:2]1.[C:27]([S:31][CH2:32][C@@H:33]([NH:37][C:38]([O:40][CH2:41][CH:42]1[C:54]2[CH:53]=[CH:52][CH:51]=[CH:50][C:49]=2[C:48]2[C:43]1=[CH:44][CH:45]=[CH:46][CH:47]=2)=[O:39])[C:34]([OH:36])=[O:35])([CH3:30])([CH3:29])[CH3:28], predict the reaction product. The product is: [CH:1]1([O:35][C:34](=[O:36])[C@H:33]([NH:37][C:38]([O:40][CH2:41][CH:42]2[C:43]3[CH:44]=[CH:45][CH:46]=[CH:47][C:48]=3[C:49]3[C:54]2=[CH:53][CH:52]=[CH:51][CH:50]=3)=[O:39])[CH2:32][S:31][C:27]([CH3:30])([CH3:28])[CH3:29])[CH2:5][CH2:4][CH2:3][CH2:2]1. (2) The product is: [NH2:1][C:2]1[CH:3]=[C:4]([CH3:20])[C:5]2[C:12]3[C:13](=[CH:14][C:15]([F:18])=[CH:16][CH:17]=3)[O:19][C:7](=[O:8])[C:6]=2[CH:11]=1. Given the reactants [NH2:1][C:2]1[CH:3]=[C:4]([CH3:20])[C:5]([C:12]2[CH:17]=[CH:16][C:15]([F:18])=[CH:14][C:13]=2[OH:19])=[C:6]([CH:11]=1)[C:7](OC)=[O:8], predict the reaction product. (3) Given the reactants [Cl:1][C:2]1[N:9]=[CH:8][CH:7]=[C:6](I)[C:3]=1[CH:4]=[O:5].[C:11]([C:15]1[CH:16]=[C:17]2[C:22](=[C:23]([F:25])[CH:24]=1)[C:21](=[O:26])[NH:20][N:19]=[CH:18]2)([CH3:14])([CH3:13])[CH3:12].C(=O)([O-])[O-].[K+].[K+].CS(C)=O, predict the reaction product. The product is: [C:11]([C:15]1[CH:16]=[C:17]2[C:22](=[C:23]([F:25])[CH:24]=1)[C:21](=[O:26])[N:20]([C:6]1[CH:7]=[CH:8][N:9]=[C:2]([Cl:1])[C:3]=1[CH:4]=[O:5])[N:19]=[CH:18]2)([CH3:14])([CH3:12])[CH3:13]. (4) Given the reactants [CH3:1][C:2]1[N:6]([CH:7]2[CH2:12][CH2:11][O:10][CH2:9][CH2:8]2)[C:5]2[CH:13]=[CH:14][C:15]([C:17]([OH:19])=O)=[CH:16][C:4]=2[N:3]=1.S(Cl)(Cl)=O.[F:24][C:25]([F:35])([F:34])[C:26]1[CH:31]=[CH:30][C:29](O)=[C:28]([NH2:33])[CH:27]=1.C(N(CC)CC)C.CS(O)(=O)=O.C(=O)([O-])O.[Na+], predict the reaction product. The product is: [F:24][C:25]([F:34])([F:35])[C:26]1[CH:31]=[CH:30][C:29]2[O:19][C:17]([C:15]3[CH:14]=[CH:13][C:5]4[N:6]([CH:7]5[CH2:8][CH2:9][O:10][CH2:11][CH2:12]5)[C:2]([CH3:1])=[N:3][C:4]=4[CH:16]=3)=[N:33][C:28]=2[CH:27]=1. (5) Given the reactants [C:1]1([C:26]2[CH:31]=[CH:30][CH:29]=[CH:28][CH:27]=2)[CH:6]=[CH:5][C:4]([NH:7][C:8]2[CH:13]=[N:12][CH:11]=[C:10]3[S:14][C:15]([C:17]4[N:21]=[C:20](C(Cl)(Cl)Cl)[O:19][N:18]=4)=[CH:16][C:9]=23)=[CH:3][CH:2]=1.[CH:32]([NH2:35])([CH3:34])[CH3:33], predict the reaction product. The product is: [C:1]1([C:26]2[CH:31]=[CH:30][CH:29]=[CH:28][CH:27]=2)[CH:2]=[CH:3][C:4]([NH:7][C:8]2[CH:13]=[N:12][CH:11]=[C:10]3[S:14][C:15]([C:17]4[N:21]=[C:20]([NH:35][CH:32]([CH3:34])[CH3:33])[O:19][N:18]=4)=[CH:16][C:9]=23)=[CH:5][CH:6]=1. (6) Given the reactants Cl.[NH2:2][C:3]1[N:8]=[CH:7][C:6]([C:9]2[CH:10]=[N:11][N:12]([CH:14]3[CH2:19][CH2:18][N:17](C(OC(C)(C)C)=O)[CH2:16][CH2:15]3)[CH:13]=2)=[CH:5][C:4]=1[C:27]1[O:28][C:29]2[C:35]([C:36](=[O:39])[NH:37][CH3:38])=[CH:34][CH:33]=[CH:32][C:30]=2[N:31]=1, predict the reaction product. The product is: [NH2:2][C:3]1[C:4]([C:27]2[O:28][C:29]3[C:35]([C:36]([NH:37][CH3:38])=[O:39])=[CH:34][CH:33]=[CH:32][C:30]=3[N:31]=2)=[CH:5][C:6]([C:9]2[CH:10]=[N:11][N:12]([CH:14]3[CH2:19][CH2:18][NH:17][CH2:16][CH2:15]3)[CH:13]=2)=[CH:7][N:8]=1.